Task: Predict which catalyst facilitates the given reaction.. Dataset: Catalyst prediction with 721,799 reactions and 888 catalyst types from USPTO Reactant: [C:1]([NH:4][C:5]1[CH:10]=[C:9]([C:11]2[N:12]([CH2:28][O:29][CH2:30][CH2:31][Si:32]([CH3:35])([CH3:34])[CH3:33])[C:13]([C:24]([O:26]C)=[O:25])=[C:14]([C:16]3[CH:21]=[CH:20][C:19]([Cl:22])=[CH:18][C:17]=3[Cl:23])[N:15]=2)[CH:8]=[CH:7][N:6]=1)(=[O:3])[CH3:2].[OH-].[Na+]. Product: [C:1]([NH:4][C:5]1[CH:10]=[C:9]([C:11]2[N:12]([CH2:28][O:29][CH2:30][CH2:31][Si:32]([CH3:33])([CH3:35])[CH3:34])[C:13]([C:24]([OH:26])=[O:25])=[C:14]([C:16]3[CH:21]=[CH:20][C:19]([Cl:22])=[CH:18][C:17]=3[Cl:23])[N:15]=2)[CH:8]=[CH:7][N:6]=1)(=[O:3])[CH3:2]. The catalyst class is: 464.